Dataset: Catalyst prediction with 721,799 reactions and 888 catalyst types from USPTO. Task: Predict which catalyst facilitates the given reaction. (1) Reactant: Cl.[CH3:2][CH:3]1[C:12]2=[CH:13][N:14]=[CH:15][CH:16]=[C:11]2[C:10]2[CH:9]=[CH:8][C:7]([NH2:17])=[CH:6][C:5]=2[O:4]1.[C:18]([O:22][C:23]([NH:25][C@@H:26]([CH2:30][CH:31]([CH3:33])[CH3:32])[C:27](O)=[O:28])=[O:24])([CH3:21])([CH3:20])[CH3:19].O=P(Cl)(Cl)Cl. The catalyst class is: 17. Product: [CH3:32][CH:31]([CH3:33])[CH2:30][C@H:26]([NH:25][C:23](=[O:24])[O:22][C:18]([CH3:21])([CH3:20])[CH3:19])[C:27]([NH:17][C:7]1[CH:8]=[CH:9][C:10]2[C:11]3[C:12](=[CH:13][N:14]=[CH:15][CH:16]=3)[CH:3]([CH3:2])[O:4][C:5]=2[CH:6]=1)=[O:28]. (2) Reactant: [Br:1][C:2]1[CH:11]=[CH:10][C:5]([C:6](OC)=[O:7])=[CH:4][C:3]=1[CH3:12].[H-].[Al+3].[Li+].[H-].[H-].[H-].CO.Cl. Product: [Br:1][C:2]1[CH:11]=[CH:10][C:5]([CH2:6][OH:7])=[CH:4][C:3]=1[CH3:12]. The catalyst class is: 355. (3) Reactant: [F:1][C:2]([F:12])([F:11])[C:3]1[N:4]=[C:5]([C:8]([OH:10])=O)[S:6][CH:7]=1.CN(C=O)C.C(Cl)(=O)C(Cl)=O.[NH2:24][C:25]1[C:30]([CH3:31])=[C:29]([O:32][CH3:33])[CH:28]=[CH:27][C:26]=1[C:34](=[O:36])[CH3:35]. Product: [C:34]([C:26]1[C:25]([NH:24][C:8]([C:5]2[S:6][CH2:7][CH:3]([C:2]([F:1])([F:12])[F:11])[N:4]=2)=[O:10])=[C:30]([CH3:31])[C:29]([O:32][CH3:33])=[CH:28][CH:27]=1)(=[O:36])[CH3:35]. The catalyst class is: 135. (4) Reactant: [CH3:1][C:2]1[CH:3]=[C:4]([CH:6]=[C:7](B2OC(C)(C)C(C)(C)O2)[CH:8]=1)[NH2:5].Br[C:19]1[S:23][C:22]([C:24]2([OH:37])[CH2:29][CH2:28][CH:27]([C:30]([O:32][CH2:33][CH2:34][CH2:35][CH3:36])=[O:31])[CH2:26][CH2:25]2)=[N:21][CH:20]=1.C1(P(C2CCCCC2)C2C=CC=CC=2C2C(C(C)C)=CC(C(C)C)=CC=2C(C)C)CCCCC1.C(=O)([O-])[O-].[Cs+].[Cs+]. Product: [NH2:5][C:4]1[CH:6]=[C:7]([C:19]2[S:23][C:22]([C:24]3([OH:37])[CH2:29][CH2:28][CH:27]([C:30]([O:32][CH2:33][CH2:34][CH2:35][CH3:36])=[O:31])[CH2:26][CH2:25]3)=[N:21][CH:20]=2)[CH:8]=[C:2]([CH3:1])[CH:3]=1. The catalyst class is: 552. (5) Reactant: [F:1][C:2]1[CH:34]=[C:33]([F:35])[CH:32]=[CH:31][C:3]=1[O:4][C:5]1[CH:10]=[CH:9][C:8]([S:11]([CH3:14])(=[O:13])=[O:12])=[CH:7][C:6]=1[C:15]1[C:16]2[CH:25]=[C:24]([C:26](OCC)=[O:27])[NH:23][C:17]=2[C:18](=[O:22])[N:19]([CH3:21])[CH:20]=1.[H-].[Al+3].[Li+].[H-].[H-].[H-]. Product: [F:1][C:2]1[CH:34]=[C:33]([F:35])[CH:32]=[CH:31][C:3]=1[O:4][C:5]1[CH:10]=[CH:9][C:8]([S:11]([CH3:14])(=[O:12])=[O:13])=[CH:7][C:6]=1[C:15]1[C:16]2[CH:25]=[C:24]([CH2:26][OH:27])[NH:23][C:17]=2[C:18](=[O:22])[N:19]([CH3:21])[CH:20]=1. The catalyst class is: 7. (6) Reactant: [Cl:1][C:2]1[C:3]([C:14]2[N:18]([CH3:19])[C:17]3[CH:20]=[CH:21][CH:22]=[CH:23][C:16]=3[N:15]=2)=[N:4][C:5]([N:8]2[CH2:13][CH2:12][NH:11][CH2:10][CH2:9]2)=[N:6][CH:7]=1.CCN(CC)CC.[C:31](Cl)(=[O:33])[CH3:32].CO. Product: [C:31]([N:11]1[CH2:10][CH2:9][N:8]([C:5]2[N:4]=[C:3]([C:14]3[N:18]([CH3:19])[C:17]4[CH:20]=[CH:21][CH:22]=[CH:23][C:16]=4[N:15]=3)[C:2]([Cl:1])=[CH:7][N:6]=2)[CH2:13][CH2:12]1)(=[O:33])[CH3:32]. The catalyst class is: 4.